Dataset: Catalyst prediction with 721,799 reactions and 888 catalyst types from USPTO. Task: Predict which catalyst facilitates the given reaction. (1) Reactant: Cl[C:2]1[N:3]=[N:4][C:5](Cl)=[CH:6][C:7]=1[C:8]1[CH:17]=[CH:16][C:15]2[C:10](=[CH:11][CH:12]=[CH:13][CH:14]=2)[CH:9]=1.C1C2C(=CC=CC=2)C=[CH:21][C:20]=1[C:29]1[C:30](=O)[NH:31][NH:32][C:33](=O)[CH:34]=1.P(Cl)(Cl)(Cl)=O.C([O-])(O)=O.[Na+]. Product: [CH:9]1[C:10]2[C:15](=[CH:14][CH:13]=[CH:12][CH:11]=2)[CH:16]=[CH:17][C:8]=1[C:7]1[CH:6]=[C:5]([N:32]2[CH2:33][CH2:34][CH:29]([CH2:30][NH2:31])[CH2:20][CH2:21]2)[N:4]=[N:3][CH:2]=1. The catalyst class is: 34. (2) Reactant: Br[C:2]1[CH:7]=[C:6]([Br:8])[N:5]=[C:4]([C:9]#[N:10])[C:3]=1[OH:11].[CH3:12][O-:13].[Na+]. Product: [Br:8][C:6]1[N:5]=[C:4]([C:9]#[N:10])[C:3]([OH:11])=[C:2]([O:13][CH3:12])[CH:7]=1. The catalyst class is: 5.